This data is from Full USPTO retrosynthesis dataset with 1.9M reactions from patents (1976-2016). The task is: Predict the reactants needed to synthesize the given product. Given the product [Br:1][C:2]1[S:6][C:5]([C:7]([NH:10][C:11]2[CH:12]=[C:13]([CH:18]=[CH:19][C:20]=2[CH3:21])[C:14]([O:16][CH3:17])=[O:15])=[O:9])=[CH:4][CH:3]=1, predict the reactants needed to synthesize it. The reactants are: [Br:1][C:2]1[S:6][C:5]([C:7]([OH:9])=O)=[CH:4][CH:3]=1.[NH2:10][C:11]1[CH:12]=[C:13]([CH:18]=[CH:19][C:20]=1[CH3:21])[C:14]([O:16][CH3:17])=[O:15].